The task is: Regression. Given two drug SMILES strings and cell line genomic features, predict the synergy score measuring deviation from expected non-interaction effect.. This data is from NCI-60 drug combinations with 297,098 pairs across 59 cell lines. (1) Drug 1: CC1C(C(CC(O1)OC2CC(CC3=C2C(=C4C(=C3O)C(=O)C5=C(C4=O)C(=CC=C5)OC)O)(C(=O)C)O)N)O.Cl. Drug 2: C1CCC(C(C1)N)N.C(=O)(C(=O)[O-])[O-].[Pt+4]. Cell line: NCI-H322M. Synergy scores: CSS=9.38, Synergy_ZIP=0.0352, Synergy_Bliss=4.65, Synergy_Loewe=6.04, Synergy_HSA=6.02. (2) Drug 1: C1=NC2=C(N=C(N=C2N1C3C(C(C(O3)CO)O)O)F)N. Drug 2: CCN(CC)CCNC(=O)C1=C(NC(=C1C)C=C2C3=C(C=CC(=C3)F)NC2=O)C. Cell line: BT-549. Synergy scores: CSS=0.338, Synergy_ZIP=0.949, Synergy_Bliss=3.57, Synergy_Loewe=-0.910, Synergy_HSA=-0.986. (3) Drug 1: CC1=C(C=C(C=C1)C(=O)NC2=CC(=CC(=C2)C(F)(F)F)N3C=C(N=C3)C)NC4=NC=CC(=N4)C5=CN=CC=C5. Drug 2: CC1C(C(CC(O1)OC2CC(CC3=C2C(=C4C(=C3O)C(=O)C5=CC=CC=C5C4=O)O)(C(=O)C)O)N)O. Cell line: HT29. Synergy scores: CSS=32.1, Synergy_ZIP=3.08, Synergy_Bliss=4.14, Synergy_Loewe=-23.9, Synergy_HSA=2.45. (4) Drug 1: C1CN(CCN1C(=O)CCBr)C(=O)CCBr. Drug 2: CN(C(=O)NC(C=O)C(C(C(CO)O)O)O)N=O. Cell line: HOP-62. Synergy scores: CSS=45.0, Synergy_ZIP=1.77, Synergy_Bliss=-2.56, Synergy_Loewe=-30.1, Synergy_HSA=-6.09. (5) Drug 1: C1=CC=C(C=C1)NC(=O)CCCCCCC(=O)NO. Drug 2: C(CC(=O)O)C(=O)CN.Cl. Cell line: UACC62. Synergy scores: CSS=18.0, Synergy_ZIP=-7.41, Synergy_Bliss=-3.98, Synergy_Loewe=-3.24, Synergy_HSA=-3.16. (6) Drug 1: C1=CC(=CC=C1C#N)C(C2=CC=C(C=C2)C#N)N3C=NC=N3. Drug 2: CCC(=C(C1=CC=CC=C1)C2=CC=C(C=C2)OCCN(C)C)C3=CC=CC=C3.C(C(=O)O)C(CC(=O)O)(C(=O)O)O. Cell line: NCI-H460. Synergy scores: CSS=-3.93, Synergy_ZIP=0.0382, Synergy_Bliss=-2.32, Synergy_Loewe=-8.20, Synergy_HSA=-7.52. (7) Drug 1: CC1=C(C=C(C=C1)NC2=NC=CC(=N2)N(C)C3=CC4=NN(C(=C4C=C3)C)C)S(=O)(=O)N.Cl. Drug 2: C1=NC2=C(N=C(N=C2N1C3C(C(C(O3)CO)O)F)Cl)N. Cell line: HCC-2998. Synergy scores: CSS=15.7, Synergy_ZIP=7.02, Synergy_Bliss=-9.15, Synergy_Loewe=-36.9, Synergy_HSA=-15.6.